Dataset: Full USPTO retrosynthesis dataset with 1.9M reactions from patents (1976-2016). Task: Predict the reactants needed to synthesize the given product. (1) Given the product [CH3:38][O:37][C:35](=[O:36])[C:34]1[CH:33]=[CH:32][C:31]([O:8][C:6]2[CH:5]=[CH:4][C:3]([CH:9]([CH3:27])[C:10]([OH:15])([C:16]3[CH:17]=[CH:18][C:19]4[O:23][C:22](=[O:24])[N:21]([CH3:25])[C:20]=4[CH:26]=3)[C:11]([F:12])([F:13])[F:14])=[C:2]([Cl:1])[CH:7]=2)=[CH:30][C:29]=1[F:28], predict the reactants needed to synthesize it. The reactants are: [Cl:1][C:2]1[CH:7]=[C:6]([OH:8])[CH:5]=[CH:4][C:3]=1[CH:9]([CH3:27])[C:10]([C:16]1[CH:17]=[CH:18][C:19]2[O:23][C:22](=[O:24])[N:21]([CH3:25])[C:20]=2[CH:26]=1)([OH:15])[C:11]([F:14])([F:13])[F:12].[F:28][C:29]1[CH:30]=[C:31](B(O)O)[CH:32]=[CH:33][C:34]=1[C:35]([O:37][CH3:38])=[O:36]. (2) Given the product [CH3:25][O:26][C:27]([C:29]1([NH:36][C:43](=[O:44])[C:42]2[CH:46]=[CH:47][C:39]([O:38][CH3:37])=[C:40]([O:48][CH2:49][CH2:50][C:51]3[CH:52]=[C:53]([CH3:57])[CH:54]=[CH:55][CH:56]=3)[CH:41]=2)[CH2:34][CH:33]2[O:35][CH:30]1[CH2:31][CH2:32]2)=[O:28], predict the reactants needed to synthesize it. The reactants are: F[P-](F)(F)(F)(F)F.N1(OC(N(C)C)=[N+](C)C)C2N=CC=CC=2N=N1.[CH3:25][O:26][C:27]([C:29]1([NH2:36])[CH2:34][CH:33]2[O:35][CH:30]1[CH2:31][CH2:32]2)=[O:28].[CH3:37][O:38][C:39]1[CH:47]=[CH:46][C:42]([C:43](O)=[O:44])=[CH:41][C:40]=1[O:48][CH2:49][CH2:50][C:51]1[CH:52]=[C:53]([CH3:57])[CH:54]=[CH:55][CH:56]=1. (3) The reactants are: [CH2:1]([N:3]1[C:12](=[O:13])[C:11]2[C:6](=[CH:7][CH:8]=[C:9]([N+:14]([O-])=O)[CH:10]=2)[N:5]([CH2:17][C:18]#[CH:19])[C:4]1=[O:20])[CH3:2].[Sn](Cl)Cl. Given the product [NH2:14][C:9]1[CH:10]=[C:11]2[C:6](=[CH:7][CH:8]=1)[N:5]([CH2:17][C:18]#[CH:19])[C:4](=[O:20])[N:3]([CH2:1][CH3:2])[C:12]2=[O:13], predict the reactants needed to synthesize it.